Dataset: Forward reaction prediction with 1.9M reactions from USPTO patents (1976-2016). Task: Predict the product of the given reaction. (1) Given the reactants [Br:1][C:2]1[N:9]=[CH:8][C:7]([Cl:10])=[CH:6][C:3]=1C=O.[CH3:11][O:12][CH:13](OC)[O:14][CH3:15].O.C1(C)C=CC(S(O)(=O)=O)=CC=1, predict the reaction product. The product is: [Br:1][C:2]1[CH:3]=[C:6]([CH:13]([O:14][CH3:15])[O:12][CH3:11])[C:7]([Cl:10])=[CH:8][N:9]=1. (2) Given the reactants [CH2:1]([N:3]1[C:7]2[CH:8]=[CH:9][C:10]([N:12]3[CH:17]=[C:16]([C:18]([O:20][CH2:21][CH3:22])=[O:19])[C:15](=[O:23])[NH:14][C:13]3=[O:24])=[CH:11][C:6]=2[N:5]=[C:4]1[CH3:25])[CH3:2].Br[CH2:27][C:28]1[CH:33]=[CH:32][CH:31]=[C:30]([F:34])[C:29]=1[C:35]([F:38])([F:37])[F:36].C(=O)([O-])[O-].[K+].[K+].[I-].[K+], predict the reaction product. The product is: [CH2:1]([N:3]1[C:7]2[CH:8]=[CH:9][C:10]([N:12]3[CH:17]=[C:16]([C:18]([O:20][CH2:21][CH3:22])=[O:19])[C:15](=[O:23])[N:14]([CH2:27][C:28]4[CH:33]=[CH:32][CH:31]=[C:30]([F:34])[C:29]=4[C:35]([F:37])([F:36])[F:38])[C:13]3=[O:24])=[CH:11][C:6]=2[N:5]=[C:4]1[CH3:25])[CH3:2]. (3) Given the reactants [C:1]([OH:7])([C:3]([F:6])([F:5])[F:4])=[O:2].[CH3:8][C:9]1[CH:18]=[CH:17][C:16]2[C:11](=[CH:12][CH:13]=[CH:14][CH:15]=2)[C:10]=1[CH2:19][N:20]1[C:26](=[O:27])[C@@H:25]([NH:28]C(=O)OC(C)(C)C)[CH2:24][O:23][C:22]2[C:36]([C:40]([F:43])([F:42])[F:41])=[CH:37][CH:38]=[CH:39][C:21]1=2, predict the reaction product. The product is: [F:4][C:3]([F:6])([F:5])[C:1]([OH:7])=[O:2].[NH2:28][C@H:25]1[CH2:24][O:23][C:22]2[C:36]([C:40]([F:42])([F:41])[F:43])=[CH:37][CH:38]=[CH:39][C:21]=2[N:20]([CH2:19][C:10]2[C:11]3[C:16](=[CH:15][CH:14]=[CH:13][CH:12]=3)[CH:17]=[CH:18][C:9]=2[CH3:8])[C:26]1=[O:27]. (4) Given the reactants CC1(C)C2C(=C(P(C3C=CC=CC=3)C3C=CC=CC=3)C=CC=2)OC2C(P(C3C=CC=CC=3)C3C=CC=CC=3)=CC=CC1=2.[Br:43][C:44]1[CH:45]=[C:46]([CH:51]=[C:52](I)[CH:53]=1)[C:47]([O:49]C)=[O:48].[NH2:55][C:56]1[CH:61]=[CH:60][CH:59]=[CH:58][CH:57]=1.CC(C)([O-])C.[Na+], predict the reaction product. The product is: [Br:43][C:44]1[CH:45]=[C:46]([CH:51]=[C:52]([NH:55][C:56]2[CH:61]=[CH:60][CH:59]=[CH:58][CH:57]=2)[CH:53]=1)[C:47]([OH:49])=[O:48]. (5) Given the reactants C(O)(C(F)(F)F)=O.C(OC([N:15]1[CH2:19][CH2:18][CH2:17][C@H:16]1[C:20]1[N:21](COCC[Si](C)(C)C)[C:22]([C:25]2[CH:26]=[N:27][C:28]([C:31]3[CH:36]=[CH:35][C:34]([C:37]4[NH:38][C:39]([C@@H:42]5[CH2:46][CH2:45][CH2:44][N:43]5C(OC(C)(C)C)=O)=[N:40][CH:41]=4)=[CH:33][CH:32]=3)=[N:29][CH:30]=2)=[CH:23][N:24]=1)=O)(C)(C)C, predict the reaction product. The product is: [NH:15]1[CH2:19][CH2:18][CH2:17][C@H:16]1[C:20]1[NH:21][C:22]([C:25]2[CH:26]=[N:27][C:28]([C:31]3[CH:36]=[CH:35][C:34]([C:37]4[NH:38][C:39]([C@@H:42]5[CH2:46][CH2:45][CH2:44][NH:43]5)=[N:40][CH:41]=4)=[CH:33][CH:32]=3)=[N:29][CH:30]=2)=[CH:23][N:24]=1. (6) The product is: [F:21][C:22]1[CH:35]=[CH:34][C:25]([CH2:26][C:27]2[C:31]([CH3:32])=[N:40][C:41]3[N:45]([N:44]=[CH:43][C:42]=3[C:47]([OH:49])=[O:48])[C:28]=2[CH3:29])=[CH:24][C:23]=1[C:36]([F:39])([F:38])[F:37]. Given the reactants BrCC1C=CC(F)=C(C(F)(F)F)C=1.CC(=O)CC(=O)C.[F:21][C:22]1[CH:35]=[CH:34][C:25]([CH2:26][CH:27]([C:31](=O)[CH3:32])[C:28](=O)[CH3:29])=[CH:24][C:23]=1[C:36]([F:39])([F:38])[F:37].[NH2:40][C:41]1[NH:45][N:44]=[C:43](C)[C:42]=1[C:47]([O:49]CC)=[O:48].Cl.[OH-].[K+], predict the reaction product. (7) Given the reactants [OH:1][C:2]1([CH2:15][CH:16]=O)[CH2:14][CH2:13][C:5]2([O:10][CH2:9][C:8]([CH3:12])([CH3:11])[CH2:7][O:6]2)[CH2:4][CH2:3]1.[Br:18][C:19]1[CH:24]=[CH:23][C:22]([C:25]2([NH2:28])[CH2:27][CH2:26]2)=[CH:21][CH:20]=1, predict the reaction product. The product is: [Br:18][C:19]1[CH:20]=[CH:21][C:22]([C:25]2([NH:28][CH2:16][CH2:15][C:2]3([OH:1])[CH2:3][CH2:4][C:5]4([O:10][CH2:9][C:8]([CH3:12])([CH3:11])[CH2:7][O:6]4)[CH2:13][CH2:14]3)[CH2:26][CH2:27]2)=[CH:23][CH:24]=1. (8) The product is: [F:15][C:16]([F:27])([F:28])[O:17][C:18]1[CH:23]=[CH:22][C:21]([C:2]2[CH:3]=[CH:4][C:5]3[CH:9]=[C:8]([C:10]([O:12][CH3:13])=[O:11])[S:7][C:6]=3[CH:14]=2)=[CH:20][CH:19]=1. Given the reactants Br[C:2]1[CH:3]=[CH:4][C:5]2[CH:9]=[C:8]([C:10]([O:12][CH3:13])=[O:11])[S:7][C:6]=2[CH:14]=1.[F:15][C:16]([F:28])([F:27])[O:17][C:18]1[CH:23]=[CH:22][C:21](B(O)O)=[CH:20][CH:19]=1.[Cl-].[Li+].C(=O)([O-])[O-].[Na+].[Na+], predict the reaction product. (9) Given the reactants [CH:1]1[C:6]([NH:7][CH2:8][CH2:9][NH:10][CH2:11][CH2:12][OH:13])=[C:5]2[C:14]([C:16]3[C:17]([OH:25])=[CH:18][CH:19]=[C:20]([OH:24])[C:21]=3[C:22](=[O:23])[C:4]2=[C:3]([NH:26][CH2:27][CH2:28][NH:29][CH2:30][CH2:31][OH:32])[CH:2]=1)=[O:15].[Cl-], predict the reaction product. The product is: [CH:2]1[C:3]([NH:26][CH2:27][CH2:28][NH:29][CH2:30][CH2:31][OH:32])=[C:4]2[C:22]([C:21]3[C:20]([OH:24])=[CH:19][CH:18]=[C:17]([OH:25])[C:16]=3[C:14](=[O:15])[C:5]2=[C:6]([NH:7][CH2:8][CH2:9][NH:10][CH2:11][CH2:12][OH:13])[CH:1]=1)=[O:23].